From a dataset of Reaction yield outcomes from USPTO patents with 853,638 reactions. Predict the reaction yield, written as a fraction of the theoretical maximum amount of product (1.0 means a 100% yield; for example, 0.34 means a 34% yield). (1) The reactants are [CH2:1]([N:8]1[CH2:12][CH:11]([C:13]2[CH:18]=[CH:17][C:16]([Cl:19])=[C:15]([Cl:20])[CH:14]=2)[CH:10]([NH2:21])[CH2:9]1)[C:2]1[CH:7]=[CH:6][CH:5]=[CH:4][CH:3]=1.[C:22]([O-])([O-])=O.[K+].[K+].ClC(OCC)=O.B. The catalyst is C1COCC1.O. The product is [CH2:1]([N:8]1[CH2:12][C@@H:11]([C:13]2[CH:18]=[CH:17][C:16]([Cl:19])=[C:15]([Cl:20])[CH:14]=2)[C@H:10]([NH:21][CH3:22])[CH2:9]1)[C:2]1[CH:3]=[CH:4][CH:5]=[CH:6][CH:7]=1. The yield is 0.510. (2) The reactants are O1CCCOB1[C:7]1[CH:14]=[CH:13][CH:12]=[CH:11][C:8]=1[C:9]#[N:10].Br[C:16]1[CH:22]=[C:21]([CH2:23][CH2:24][CH2:25][CH3:26])[CH:20]=[CH:19][C:17]=1[NH2:18].C(=O)([O-])[O-].[K+].[K+].C(O)C. The catalyst is C1(C)C=CC=CC=1.C1C=CC([P]([Pd]([P](C2C=CC=CC=2)(C2C=CC=CC=2)C2C=CC=CC=2)([P](C2C=CC=CC=2)(C2C=CC=CC=2)C2C=CC=CC=2)[P](C2C=CC=CC=2)(C2C=CC=CC=2)C2C=CC=CC=2)(C2C=CC=CC=2)C2C=CC=CC=2)=CC=1. The product is [CH2:23]([C:21]1[CH:22]=[CH:16][C:17]2[C:19](=[C:7]3[C:8](=[C:9]([NH2:10])[N:18]=2)[CH:11]=[CH:12][CH:13]=[CH:14]3)[CH:20]=1)[CH2:24][CH2:25][CH3:26]. The yield is 0.659.